Dataset: Catalyst prediction with 721,799 reactions and 888 catalyst types from USPTO. Task: Predict which catalyst facilitates the given reaction. (1) Reactant: [F:1][C:2]([F:28])([F:27])[O:3][C:4]1[CH:9]=[CH:8][C:7]([N:10]2[CH:14]=[N:13][C:12]([C:15]3[CH:20]=[CH:19][C:18]([CH:21]4[CH2:23][CH:22]4[C:24](O)=[O:25])=[CH:17][CH:16]=3)=[N:11]2)=[CH:6][CH:5]=1.C(N(CC)CC)C.P([N:52]=[N+:53]=[N-:54])(=O)(OC1C=CC=CC=1)OC1C=CC=CC=1. Product: [F:27][C:2]([F:28])([F:1])[O:3][C:4]1[CH:5]=[CH:6][C:7]([N:10]2[CH:14]=[N:13][C:12]([C:15]3[CH:20]=[CH:19][C:18]([CH:21]4[CH2:23][CH:22]4[C:24]([N:52]=[N+:53]=[N-:54])=[O:25])=[CH:17][CH:16]=3)=[N:11]2)=[CH:8][CH:9]=1. The catalyst class is: 11. (2) The catalyst class is: 2. Product: [NH2:7][CH:8]([CH3:31])[C:9]([NH:11][C:12]1[CH:17]=[CH:16][C:15]([CH:18]2[CH2:19][CH2:20][CH2:21][CH2:22]2)=[C:14]([C:23]#[C:24][C:25]2[CH:30]=[CH:29][CH:28]=[CH:27][CH:26]=2)[N:13]=1)=[O:10]. Reactant: C(OC(=O)[NH:7][CH:8]([CH3:31])[C:9]([NH:11][C:12]1[CH:17]=[CH:16][C:15]([CH:18]2[CH2:22][CH2:21][CH2:20][CH2:19]2)=[C:14]([C:23]#[C:24][C:25]2[CH:30]=[CH:29][CH:28]=[CH:27][CH:26]=2)[N:13]=1)=[O:10])(C)(C)C.C(Cl)Cl.C(O)(C(F)(F)F)=O. (3) Reactant: Cl[C:2]1[C:3]2[N:4]([CH2:13][CH2:14][N:15]=2)[C:5]2[C:10]([N:11]=1)=[CH:9][CH:8]=[C:7]([Cl:12])[CH:6]=2.[CH3:16][N:17]1[CH2:22][CH2:21][NH:20][CH2:19][CH2:18]1. Product: [Cl:12][C:7]1[CH:6]=[C:5]2[C:10]([N:11]=[C:2]([N:20]3[CH2:21][CH2:22][N:17]([CH3:16])[CH2:18][CH2:19]3)[C:3]3[N:4]2[CH2:13][CH2:14][N:15]=3)=[CH:9][CH:8]=1. The catalyst class is: 14. (4) The catalyst class is: 27. Product: [C:11]1(=[N:10][CH2:9][C:6]2[CH:7]=[CH:8][C:3]([O:2][CH3:1])=[CH:4][CH:5]=2)[CH2:14][CH2:13][CH2:12]1. Reactant: [CH3:1][O:2][C:3]1[CH:8]=[CH:7][C:6]([CH2:9][NH2:10])=[CH:5][CH:4]=1.[C:11]1(=O)[CH2:14][CH2:13][CH2:12]1. (5) Reactant: [NH2:1][C:2]1[N:7]=[CH:6][N:5]=[C:4]2[N:8]([C:33]3[CH:38]=[CH:37][C:36]([CH:39]=O)=[CH:35][CH:34]=3)[N:9]=[C:10]([C:11]3[CH:16]=[CH:15][C:14]([NH:17][C:18](=[O:30])[C:19]4[CH:24]=[CH:23][C:22]([C:25]([F:28])([F:27])[F:26])=[CH:21][C:20]=4[F:29])=[C:13]([O:31][CH3:32])[CH:12]=3)[C:3]=12.[NH:41]1[CH2:45][CH2:44][C@@H:43]([OH:46])[CH2:42]1.C(O[BH-](OC(=O)C)OC(=O)C)(=O)C.[Na+].[OH-].[Na+]. Product: [NH2:1][C:2]1[N:7]=[CH:6][N:5]=[C:4]2[N:8]([C:33]3[CH:34]=[CH:35][C:36]([CH2:39][N:41]4[CH2:45][CH2:44][C@@H:43]([OH:46])[CH2:42]4)=[CH:37][CH:38]=3)[N:9]=[C:10]([C:11]3[CH:16]=[CH:15][C:14]([NH:17][C:18](=[O:30])[C:19]4[CH:24]=[CH:23][C:22]([C:25]([F:27])([F:28])[F:26])=[CH:21][C:20]=4[F:29])=[C:13]([O:31][CH3:32])[CH:12]=3)[C:3]=12. The catalyst class is: 68. (6) Reactant: [Cl:1][C:2]1[CH:3]=[N:4][C:5]([N:8]2[CH2:13][CH2:12][CH:11]([C@H:14]3[CH2:16][C@H:15]3[CH2:17][CH2:18][OH:19])[CH2:10][CH2:9]2)=[N:6][CH:7]=1.[N:20]1([C:24](=[O:35])[CH2:25][C:26]2[CH:33]=[CH:32][C:31](O)=[CH:30][C:27]=2[C:28]#[N:29])[CH2:23][CH2:22][CH2:21]1.C1(P(C2C=CC=CC=2)C2C=CC=CC=2)C=CC=CC=1.CC(OC(/N=N/C(OC(C)C)=O)=O)C. Product: [N:20]1([C:24](=[O:35])[CH2:25][C:26]2[CH:33]=[CH:32][C:31]([O:19][CH2:18][CH2:17][C@@H:15]3[CH2:16][C@@H:14]3[CH:11]3[CH2:12][CH2:13][N:8]([C:5]4[N:6]=[CH:7][C:2]([Cl:1])=[CH:3][N:4]=4)[CH2:9][CH2:10]3)=[CH:30][C:27]=2[C:28]#[N:29])[CH2:21][CH2:22][CH2:23]1. The catalyst class is: 133. (7) Reactant: Br[CH2:2][C:3]([C:5]1[CH:10]=[CH:9][C:8]([I:11])=[CH:7][CH:6]=1)=[O:4].[CH3:12][C:13]1[N:14]=[CH:15][NH:16][CH:17]=1. Product: [I:11][C:8]1[CH:9]=[CH:10][C:5]([C:3](=[O:4])[CH2:2][N:16]2[CH:17]=[C:13]([CH3:12])[N:14]=[CH:15]2)=[CH:6][CH:7]=1. The catalyst class is: 10.